This data is from Catalyst prediction with 721,799 reactions and 888 catalyst types from USPTO. The task is: Predict which catalyst facilitates the given reaction. (1) Reactant: [O:1]([C:8]1[C:9]2[NH:16][C:15](/[CH:17]=[CH:18]/[CH2:19][OH:20])=[CH:14][C:10]=2[N:11]=[CH:12][N:13]=1)[C:2]1[CH:7]=[CH:6][CH:5]=[CH:4][CH:3]=1.C(N(CC)CC)C.[C:28](Cl)(=[O:35])[C:29]1[CH:34]=[CH:33][CH:32]=[CH:31][CH:30]=1. Product: [C:28]([O:20][CH2:19]/[CH:18]=[CH:17]/[C:15]1[NH:16][C:9]2[C:8]([O:1][C:2]3[CH:7]=[CH:6][CH:5]=[CH:4][CH:3]=3)=[N:13][CH:12]=[N:11][C:10]=2[CH:14]=1)(=[O:35])[C:29]1[CH:34]=[CH:33][CH:32]=[CH:31][CH:30]=1. The catalyst class is: 54. (2) Reactant: [CH2:1]([O:3][C:4]1[CH:5]=[C:6]([CH:14]2[C:19]([C:20]3[CH:25]=[CH:24][CH:23]=[CH:22][CH:21]=3)=[C:18]([C:26]3[CH:31]=[CH:30][CH:29]=[CH:28][CH:27]=3)[NH:17][C:16](=S)[NH:15]2)[CH:7]=[C:8]([N+:11]([O-:13])=[O:12])[C:9]=1[OH:10])[CH3:2].C1C=C(Cl)C=C(C(OO)=O)C=1.[CH3:44][NH2:45].[O-]S([O-])=O.[Na+].[Na+].Cl. Product: [CH2:1]([O:3][C:4]1[CH:5]=[C:6]([CH:14]2[C:19]([C:20]3[CH:25]=[CH:24][CH:23]=[CH:22][CH:21]=3)=[C:18]([C:26]3[CH:31]=[CH:30][CH:29]=[CH:28][CH:27]=3)[NH:17]/[C:16](=[N:45]\[CH3:44])/[NH:15]2)[CH:7]=[C:8]([N+:11]([O-:13])=[O:12])[C:9]=1[OH:10])[CH3:2]. The catalyst class is: 8. (3) Reactant: [C:1]([C:5]1[CH:10]=[CH:9][CH:8]=[CH:7][C:6]=1[N:11]1[CH2:16][CH2:15][N:14]([C:17](=[O:21])[C:18]([OH:20])=O)[CH2:13][CH2:12]1)([CH3:4])([CH3:3])[CH3:2].Cl.[S:23]1[CH2:28][CH2:27][CH:26]([NH2:29])[CH2:25][CH2:24]1.C(N(CC)CC)C.CCN=C=NCCCN(C)C.C1C=CC2N(O)N=NC=2C=1.C([O-])(O)=O.[Na+]. Product: [C:1]([C:5]1[CH:10]=[CH:9][CH:8]=[CH:7][C:6]=1[N:11]1[CH2:12][CH2:13][N:14]([C:17](=[O:21])[C:18]([NH:29][CH:26]2[CH2:27][CH2:28][S:23][CH2:24][CH2:25]2)=[O:20])[CH2:15][CH2:16]1)([CH3:2])([CH3:4])[CH3:3]. The catalyst class is: 9. (4) Reactant: Br[C:2]1[CH:3]=[C:4]([CH:8]2[CH2:17][C:16]([CH3:19])([CH3:18])[C:15]3[C:10](=[C:11]([CH3:21])[CH:12]=[C:13]([F:20])[CH:14]=3)[NH:9]2)[CH:5]=[CH:6][CH:7]=1.[NH2:22][C:23]1([C:26]([OH:28])=[O:27])[CH2:25][CH2:24]1.C(=O)([O-])[O-].[K+].[K+]. Product: [F:20][C:13]1[CH:14]=[C:15]2[C:10](=[C:11]([CH3:21])[CH:12]=1)[NH:9][CH:8]([C:4]1[CH:3]=[C:2]([NH:22][C:23]3([C:26]([OH:28])=[O:27])[CH2:25][CH2:24]3)[CH:7]=[CH:6][CH:5]=1)[CH2:17][C:16]2([CH3:19])[CH3:18]. The catalyst class is: 156. (5) Reactant: [F:1][C:2]1[CH:7]=[CH:6][C:5]([N:8]2[CH:12]=[CH:11][C:10]([N+:13]([O-])=O)=[CH:9]2)=[CH:4][CH:3]=1. Product: [F:1][C:2]1[CH:3]=[CH:4][C:5]([N:8]2[CH:12]=[CH:11][C:10]([NH2:13])=[CH:9]2)=[CH:6][CH:7]=1. The catalyst class is: 63. (6) Reactant: [Br:1][C:2]1[CH:22]=[N:21][C:5]2=[N:6][C:7]([N:12]3[CH2:19][CH:18]4[CH:14]([CH2:15][N:16]([CH3:20])[CH2:17]4)[CH2:13]3)=[C:8]([NH:10][NH2:11])[N:9]=[C:4]2[CH:3]=1.[CH:23](OC)(OC)OC. Product: [Br:1][C:2]1[CH:22]=[N:21][C:5]2[N:6]=[C:7]([N:12]3[CH2:19][CH:18]4[CH:14]([CH2:15][N:16]([CH3:20])[CH2:17]4)[CH2:13]3)[C:8]3[N:9]([CH:23]=[N:11][N:10]=3)[C:4]=2[CH:3]=1. The catalyst class is: 28.